From a dataset of Drug-target binding data from BindingDB using Ki measurements. Regression. Given a target protein amino acid sequence and a drug SMILES string, predict the binding affinity score between them. We predict pKi (pKi = -log10(Ki in M); higher means stronger inhibition). Dataset: bindingdb_ki. The small molecule is CC(C)(C)NC(=O)[C@@H]1CN(Cc2cccnc2)CCN1C[C@@H](O)C[C@@H](Cc1ccccc1)C(=O)N[C@H]1c2ccccc2C[C@H]1O. The target protein sequence is PQITLWQRPLVTVKIGGQLKEALLDTGADDTVLEDINLPGKWKPKMIGGIGGFIKVRQYDQILIEICGKKAIGTVLVGPTPVNIIGRNMLTQIGCTLNF. The pKi is 8.2.